From a dataset of Buchwald-Hartwig C-N cross coupling reaction yields with 55,370 reactions. Predict the reaction yield, written as a fraction of the theoretical maximum amount of product (1.0 means a 100% yield; for example, 0.34 means a 34% yield). (1) The reactants are FC(F)(F)c1ccc(Br)cc1.Cc1ccc(N)cc1.O=S(=O)(O[Pd]1c2ccccc2-c2ccccc2N~1)C(F)(F)F.CC(C)c1cc(C(C)C)c(-c2ccccc2P(C(C)(C)C)C(C)(C)C)c(C(C)C)c1.CCN=P(N=P(N(C)C)(N(C)C)N(C)C)(N(C)C)N(C)C.c1ccc(-c2cnoc2)cc1. No catalyst specified. The product is Cc1ccc(Nc2ccc(C(F)(F)F)cc2)cc1. The yield is 0.187. (2) The reactants are Ic1cccnc1.Cc1ccc(N)cc1.O=S(=O)(O[Pd]1c2ccccc2-c2ccccc2N~1)C(F)(F)F.COc1ccc(OC)c(P(C(C)(C)C)C(C)(C)C)c1-c1c(C(C)C)cc(C(C)C)cc1C(C)C.CN1CCCN2CCCN=C12.CCOC(=O)c1cnoc1C. No catalyst specified. The product is Cc1ccc(Nc2cccnc2)cc1. The yield is 0.482. (3) The reactants are Ic1cccnc1.Cc1ccc(N)cc1.O=S(=O)(O[Pd]1c2ccccc2-c2ccccc2N~1)C(F)(F)F.CC(C)c1cc(C(C)C)c(-c2ccccc2P(C(C)(C)C)C(C)(C)C)c(C(C)C)c1.CN(C)C(=NC(C)(C)C)N(C)C.CCOC(=O)c1cc(C)no1. No catalyst specified. The product is Cc1ccc(Nc2cccnc2)cc1. The yield is 0.821. (4) The reactants are COc1ccc(Cl)cc1.Cc1ccc(N)cc1.O=S(=O)(O[Pd]1c2ccccc2-c2ccccc2N~1)C(F)(F)F.COc1ccc(OC)c(P([C@]23C[C@H]4C[C@H](C[C@H](C4)C2)C3)[C@]23C[C@H]4C[C@H](C[C@H](C4)C2)C3)c1-c1c(C(C)C)cc(C(C)C)cc1C(C)C.CN(C)C(=NC(C)(C)C)N(C)C.c1ccc(-c2cnoc2)cc1. No catalyst specified. The product is COc1ccc(Nc2ccc(C)cc2)cc1. The yield is 0. (5) The reactants are COc1ccc(Cl)cc1.Cc1ccc(N)cc1.O=S(=O)(O[Pd]1c2ccccc2-c2ccccc2N~1)C(F)(F)F.COc1ccc(OC)c(P([C@]23C[C@H]4C[C@H](C[C@H](C4)C2)C3)[C@]23C[C@H]4C[C@H](C[C@H](C4)C2)C3)c1-c1c(C(C)C)cc(C(C)C)cc1C(C)C.CN(C)C(=NC(C)(C)C)N(C)C.CCOC(=O)c1cc(OC)no1. No catalyst specified. The product is COc1ccc(Nc2ccc(C)cc2)cc1. The yield is 0. (6) The reactants are CCc1ccc(Br)cc1.Cc1ccc(N)cc1.O=S(=O)(O[Pd]1c2ccccc2-c2ccccc2N~1)C(F)(F)F.COc1ccc(OC)c(P(C(C)(C)C)C(C)(C)C)c1-c1c(C(C)C)cc(C(C)C)cc1C(C)C.CN1CCCN2CCCN=C12.c1ccc(-c2cnoc2)cc1. No catalyst specified. The product is CCc1ccc(Nc2ccc(C)cc2)cc1. The yield is 0.529.